The task is: Regression. Given a peptide amino acid sequence and an MHC pseudo amino acid sequence, predict their binding affinity value. This is MHC class II binding data.. This data is from Peptide-MHC class II binding affinity with 134,281 pairs from IEDB. The peptide sequence is TARRHLAEGKVDTGV. The MHC is HLA-DQA10501-DQB10302 with pseudo-sequence HLA-DQA10501-DQB10302. The binding affinity (normalized) is 0.312.